This data is from Reaction yield outcomes from USPTO patents with 853,638 reactions. The task is: Predict the reaction yield, written as a fraction of the theoretical maximum amount of product (1.0 means a 100% yield; for example, 0.34 means a 34% yield). (1) The reactants are [CH3:1][O:2][C:3]1[C:8]([CH3:9])=[CH:7][C:6]([CH3:10])=[CH:5][C:4]=1[OH:11].FC(F)(F)S(O)(=O)=O. The catalyst is CCCCCCC. The product is [CH3:1][O:2][C:3]1[C:4]2[O:11][C:6]([CH3:10])([CH3:7])[CH2:5][C:5]=2[C:6]([CH3:10])=[CH:7][C:8]=1[CH3:9]. The yield is 1.00. (2) The reactants are C([N-]C(C)C)(C)C.[Li+].[CH3:9][O:10][C:11]([CH:13]1[CH2:18][CH2:17][O:16][CH2:15][CH2:14]1)=[O:12].CN1CCCN(C)C1=O.F[C:29]1[CH:34]=[CH:33][C:32]([N+:35]([O-:37])=[O:36])=[CH:31][CH:30]=1.[NH4+].[Cl-]. The catalyst is C1COCC1. The product is [CH3:9][O:10][C:11]([C:13]1([C:29]2[CH:34]=[CH:33][C:32]([N+:35]([O-:37])=[O:36])=[CH:31][CH:30]=2)[CH2:18][CH2:17][O:16][CH2:15][CH2:14]1)=[O:12]. The yield is 0.300. (3) The reactants are [NH2:1][C:2]1[CH:10]=[C:9]([O:11][CH3:12])[CH:8]=[C:7]([O:13][CH3:14])[C:3]=1[C:4]([NH2:6])=[O:5].[F:15][C:16]1[N:21]=[C:20]([CH:22]=O)[CH:19]=[CH:18][CH:17]=1.OS([O-])=O.[Na+].O.C1(C)C=CC(S(O)(=O)=O)=CC=1. The catalyst is CN(C)C(=O)C. The product is [F:15][C:16]1[N:21]=[C:20]([C:22]2[NH:6][C:4](=[O:5])[C:3]3[C:2](=[CH:10][C:9]([O:11][CH3:12])=[CH:8][C:7]=3[O:13][CH3:14])[N:1]=2)[CH:19]=[CH:18][CH:17]=1. The yield is 0.490. (4) The product is [C:1]([C:5]1[CH:10]=[CH:9][C:8]([N:11]2[C:12](=[O:21])[C:13]3[C:18](=[CH:17][CH:16]=[CH:15][CH:14]=3)[C:19]2=[O:20])=[CH:7][C:6]=1[O:22][CH3:27])([CH3:4])([CH3:2])[CH3:3]. The reactants are [C:1]([C:5]1[CH:10]=[CH:9][C:8]([N:11]2[C:19](=[O:20])[C:18]3[C:13](=[CH:14][CH:15]=[CH:16][CH:17]=3)[C:12]2=[O:21])=[CH:7][C:6]=1[OH:22])([CH3:4])([CH3:3])[CH3:2].S(OC)(O[CH3:27])(=O)=O.C([O-])([O-])=O.[K+].[K+]. The catalyst is CC(C)=O. The yield is 0.890. (5) The product is [OH:1][C@@H:2]1[C:10]2[C:5](=[CH:6][CH:7]=[CH:8][CH:9]=2)[CH2:4][C@@:3]1([CH2:20][C:21]1[CH:29]=[CH:28][C:24]([C:25]([N:32]([CH3:33])[CH3:31])=[O:26])=[CH:23][CH:22]=1)[C:11]1[CH2:12][C:13]2[C:18]([CH:19]=1)=[CH:17][CH:16]=[CH:15][CH:14]=2. The yield is 0.750. The catalyst is C(Cl)Cl. The reactants are [OH:1][C@@H:2]1[C:10]2[C:5](=[CH:6][CH:7]=[CH:8][CH:9]=2)[CH2:4][C@@:3]1([CH2:20][C:21]1[CH:29]=[CH:28][C:24]([C:25](O)=[O:26])=[CH:23][CH:22]=1)[C:11]1[CH2:12][C:13]2[C:18]([CH:19]=1)=[CH:17][CH:16]=[CH:15][CH:14]=2.C[CH2:31][N:32](CC)[CH2:33]C.CNC.C(P1(=O)OP(CCC)(=O)OP(CCC)(=O)O1)CC. (6) The reactants are COC1C=CC(C[N:8]2[C:12]([CH2:13][CH2:14][C:15]3[N:25]=[C:18]4[C:19]([CH3:24])=[N:20][CH:21]=[C:22]([CH3:23])[N:17]4[N:16]=3)=[N:11][C:10]([N:26]3[CH2:30][CH2:29][CH2:28][CH2:27]3)=[N:9]2)=CC=1.FC(F)(F)C(O)=O.C1(OC)C=CC=CC=1. The catalyst is ClCCl. The product is [CH3:23][C:22]1[N:17]2[N:16]=[C:15]([CH2:14][CH2:13][C:12]3[NH:8][N:9]=[C:10]([N:26]4[CH2:30][CH2:29][CH2:28][CH2:27]4)[N:11]=3)[N:25]=[C:18]2[C:19]([CH3:24])=[N:20][CH:21]=1. The yield is 0.672.